This data is from Reaction yield outcomes from USPTO patents with 853,638 reactions. The task is: Predict the reaction yield, written as a fraction of the theoretical maximum amount of product (1.0 means a 100% yield; for example, 0.34 means a 34% yield). (1) The reactants are [C:1]([C:3]1[CH:22]=[CH:21][C:6]([C:7]([NH:9][CH2:10][C:11]2[CH:12]=[N:13][C:14]([CH3:20])=[C:15]([OH:19])[C:16]=2[CH2:17][OH:18])=[O:8])=[CH:5][CH:4]=1)#[N:2].[C:23]([C:27]1[CH:34]=[CH:33][C:30]([CH2:31]Cl)=[CH:29][CH:28]=1)([CH3:26])([CH3:25])[CH3:24].C(=O)([O-])[O-].[Cs+].[Cs+]. The catalyst is CN(C=O)C. The product is [C:23]([C:27]1[CH:28]=[CH:29][C:30]([CH2:31][O:19][C:15]2[C:16]([CH2:17][OH:18])=[C:11]([CH2:10][NH:9][C:7](=[O:8])[C:6]3[CH:5]=[CH:4][C:3]([C:1]#[N:2])=[CH:22][CH:21]=3)[CH:12]=[N:13][C:14]=2[CH3:20])=[CH:33][CH:34]=1)([CH3:26])([CH3:24])[CH3:25]. The yield is 0.820. (2) The reactants are [C:1]([O:5][C:6]([N:8]1[CH2:13][CH2:12][CH:11]([C:14](=[O:26])[C:15]2[CH:20]=[CH:19][CH:18]=[C:17]([C:21]([F:24])([F:23])[F:22])[C:16]=2F)[CH2:10][CH2:9]1)=[O:7])([CH3:4])([CH3:3])[CH3:2].[C:27]([O:31][CH3:32])(=[O:30])[CH2:28][SH:29].C1COCC1.[H-].[Na+]. The catalyst is C(OCC)(=O)C.C(OCC)(=O)C.CCCCCCC. The product is [C:1]([O:5][C:6]([N:8]1[CH2:13][CH2:12][CH:11]([C:14]2([OH:26])[CH:28]([C:27]([O:31][CH3:32])=[O:30])[S:29][C:16]3[C:17]([C:21]([F:22])([F:24])[F:23])=[CH:18][CH:19]=[CH:20][C:15]2=3)[CH2:10][CH2:9]1)=[O:7])([CH3:4])([CH3:3])[CH3:2]. The yield is 0.560. (3) The reactants are [NH2:1][C:2]1[CH:3]=[C:4]([CH:21]=[CH:22][CH:23]=1)[O:5][C:6]1[CH:7]=[CH:8][C:9]2[N:10]([CH:12]=[C:13]([NH:15][C:16]([CH:18]3[CH2:20][CH2:19]3)=[O:17])[N:14]=2)[N:11]=1.[CH3:24][C:25]1[O:26][C:27]([CH3:33])=[C:28]([C:30](Cl)=[O:31])[N:29]=1.C(OCC)(=O)C.O1CCCC1.C(=O)([O-])O.[Na+]. The catalyst is CN(C)C(=O)C. The product is [CH:18]1([C:16]([NH:15][C:13]2[N:14]=[C:9]3[CH:8]=[CH:7][C:6]([O:5][C:4]4[CH:3]=[C:2]([NH:1][C:30]([C:28]5[N:29]=[C:25]([CH3:24])[O:26][C:27]=5[CH3:33])=[O:31])[CH:23]=[CH:22][CH:21]=4)=[N:11][N:10]3[CH:12]=2)=[O:17])[CH2:20][CH2:19]1. The yield is 0.760. (4) The reactants are [C:1]([O:10]C)(=O)[C:2]1[C:3](=[CH:5][CH:6]=[CH:7][CH:8]=1)[SH:4].[C:12]([C:14]1[CH:15]=[CH:16][C:17]([O:20][CH2:21][CH2:22][O:23][CH2:24][CH3:25])=[N:18][CH:19]=1)#[N:13].C(N(CC)CC)C. The catalyst is C1(C)C=CC=CC=1. The product is [CH2:24]([O:23][CH2:22][CH2:21][O:20][C:17]1[N:18]=[CH:19][C:14]([C:12]2[S:4][C:3]3[CH:5]=[CH:6][CH:7]=[CH:8][C:2]=3[C:1](=[O:10])[N:13]=2)=[CH:15][CH:16]=1)[CH3:25]. The yield is 0.570.